Dataset: Forward reaction prediction with 1.9M reactions from USPTO patents (1976-2016). Task: Predict the product of the given reaction. (1) Given the reactants [CH2:1]([O:3][C:4]([C@H:6]1[CH2:8][C@@H:7]1[C:9]1[CH:14]=[CH:13][C:12]([O:15][C@H:16]2[C:24]3[C:19](=[C:20]([O:26][C:27]4[CH:32]=[CH:31][C:30]([OH:33])=[CH:29][CH:28]=4)[CH:21]=[CH:22][C:23]=3[F:25])[CH2:18][CH2:17]2)=[CH:11][CH:10]=1)=[O:5])[CH3:2].[OH:34][C:35]([CH3:50])([CH3:49])[CH2:36][CH2:37]OS(C1C=CC(C)=CC=1)(=O)=O.C(=O)([O-])[O-].[Cs+].[Cs+], predict the reaction product. The product is: [CH2:1]([O:3][C:4]([C@H:6]1[CH2:8][C@@H:7]1[C:9]1[CH:10]=[CH:11][C:12]([O:15][C@H:16]2[C:24]3[C:19](=[C:20]([O:26][C:27]4[CH:32]=[CH:31][C:30]([O:33][CH2:37][CH2:36][C:35]([OH:34])([CH3:50])[CH3:49])=[CH:29][CH:28]=4)[CH:21]=[CH:22][C:23]=3[F:25])[CH2:18][CH2:17]2)=[CH:13][CH:14]=1)=[O:5])[CH3:2]. (2) Given the reactants Cl[C:2](=[O:8])[CH2:3][C:4]([O:6]C)=[O:5].[CH3:9][NH:10][C:11]1[CH:16]=[CH:15][CH:14]=[CH:13][CH:12]=1.[Li+].[OH-], predict the reaction product. The product is: [CH3:9][N:10]([C:11]1[CH:16]=[CH:15][CH:14]=[CH:13][CH:12]=1)[C:2](=[O:8])[CH2:3][C:4]([OH:6])=[O:5]. (3) Given the reactants [CH2:1]([O:8][C:9]1[CH:16]=[CH:15][C:12]([CH:13]=[O:14])=[C:11]([OH:17])[CH:10]=1)[C:2]1[CH:7]=[CH:6][CH:5]=[CH:4][CH:3]=1.C(N(CC)CC)C.[S:25](O[S:25]([C:28]([F:31])([F:30])[F:29])(=[O:27])=[O:26])([C:28]([F:31])([F:30])[F:29])(=[O:27])=[O:26], predict the reaction product. The product is: [F:29][C:28]([F:31])([F:30])[S:25]([O:17][C:11]1[CH:10]=[C:9]([O:8][CH2:1][C:2]2[CH:3]=[CH:4][CH:5]=[CH:6][CH:7]=2)[CH:16]=[CH:15][C:12]=1[CH:13]=[O:14])(=[O:27])=[O:26]. (4) Given the reactants C([O:3][C:4](=[O:43])[CH2:5][CH2:6][N:7]1[C:12]2[CH:13]=[C:14]([C:21]([N:23]([CH:37]([CH3:39])[CH3:38])[C@@H:24]3[CH2:29][CH2:28][CH2:27][N:26]([C:30]([O:32][C:33]([CH3:36])([CH3:35])[CH3:34])=[O:31])[CH2:25]3)=[O:22])[C:15]([C:17]([F:20])([F:19])[F:18])=[CH:16][C:11]=2[O:10][C:9]([CH3:41])([CH3:40])[C:8]1=[O:42])C.[OH-].[Na+].CO, predict the reaction product. The product is: [C:33]([O:32][C:30]([N:26]1[CH2:27][CH2:28][CH2:29][C@@H:24]([N:23]([CH:37]([CH3:39])[CH3:38])[C:21]([C:14]2[C:15]([C:17]([F:18])([F:20])[F:19])=[CH:16][C:11]3[O:10][C:9]([CH3:40])([CH3:41])[C:8](=[O:42])[N:7]([CH2:6][CH2:5][C:4]([OH:43])=[O:3])[C:12]=3[CH:13]=2)=[O:22])[CH2:25]1)=[O:31])([CH3:34])([CH3:35])[CH3:36]. (5) Given the reactants [F:1][C:2]1[CH:3]=[N:4][CH:5]=[C:6]([F:33])[C:7]=1[C:8]1[CH:9]=[C:10]2[N:22]=[C:21]([C:23]3[CH:32]=[CH:31][C:26]([C:27]([O:29]C)=[O:28])=[CH:25][CH:24]=3)[NH:20][C:11]2=[N:12][C:13]=1[C:14]1[CH:15]=[N:16][CH:17]=[CH:18][CH:19]=1.Cl, predict the reaction product. The product is: [F:33][C:6]1[CH:5]=[N:4][CH:3]=[C:2]([F:1])[C:7]=1[C:8]1[CH:9]=[C:10]2[N:22]=[C:21]([C:23]3[CH:32]=[CH:31][C:26]([C:27]([OH:29])=[O:28])=[CH:25][CH:24]=3)[NH:20][C:11]2=[N:12][C:13]=1[C:14]1[CH:15]=[N:16][CH:17]=[CH:18][CH:19]=1. (6) Given the reactants [CH3:1][O:2][CH2:3][CH2:4][O:5][C@@H:6]1[C@H:10]([O:11][Si](C(C)(C)C)(C)C)[C@@H:9]([C@@H:19]([CH3:21])[OH:20])[O:8][C@H:7]1[N:22]1[CH:29]=[C:28]([CH3:30])[C:26](=[O:27])[NH:25][C:23]1=[O:24].[CH3:31][O:32][C:33]1[CH:54]=[CH:53][C:36]([C:37](Cl)([C:46]2[CH:51]=[CH:50][CH:49]=[CH:48][CH:47]=2)[C:38]2[CH:43]=[CH:42][C:41]([O:44][CH3:45])=[CH:40][CH:39]=2)=[CH:35][CH:34]=1.F.F.F.C(N(CC)CC)C.C(N(CC)CC)C, predict the reaction product. The product is: [CH3:45][O:44][C:41]1[CH:40]=[CH:39][C:38]([C:37]([O:20][C@H:19]([CH3:21])[C@H:9]2[O:8][C@@H:7]([N:22]3[CH:29]=[C:28]([CH3:30])[C:26](=[O:27])[NH:25][C:23]3=[O:24])[C@H:6]([O:5][CH2:4][CH2:3][O:2][CH3:1])[C@@H:10]2[OH:11])([C:46]2[CH:47]=[CH:48][CH:49]=[CH:50][CH:51]=2)[C:36]2[CH:53]=[CH:54][C:33]([O:32][CH3:31])=[CH:34][CH:35]=2)=[CH:43][CH:42]=1.